Dataset: Reaction yield outcomes from USPTO patents with 853,638 reactions. Task: Predict the reaction yield, written as a fraction of the theoretical maximum amount of product (1.0 means a 100% yield; for example, 0.34 means a 34% yield). (1) The reactants are [C:1]([CH2:3][C:4]([NH2:6])=[O:5])#[N:2].[H-].[Na+].[H][H].F[C:12]1[CH:17]=[CH:16][C:15]([C:18]2[N:19]=[N:20][N:21]([CH3:23])[N:22]=2)=[CH:14][C:13]=1[N+:24]([O-:26])=[O:25].Cl. The catalyst is CN(C=O)C. The product is [C:1]([CH:3]([C:12]1[CH:17]=[CH:16][C:15]([C:18]2[N:19]=[N:20][N:21]([CH3:23])[N:22]=2)=[CH:14][C:13]=1[N+:24]([O-:26])=[O:25])[C:4]([NH2:6])=[O:5])#[N:2]. The yield is 0.950. (2) The yield is 0.780. The catalyst is C(Cl)Cl. The product is [CH:8]1[CH2:9][CH2:10][CH2:11][CH2:12][C:7]=1[CH2:13][CH2:14][NH:15][CH2:2][C:3]([O:5][CH3:6])=[O:4]. The reactants are Br[CH2:2][C:3]([O:5][CH3:6])=[O:4].[C:7]1([CH2:13][CH2:14][NH2:15])[CH2:12][CH2:11][CH2:10][CH2:9][CH:8]=1. (3) The reactants are [F:1][C:2]1[CH:3]=[C:4]([N+:12]([O-])=O)[CH:5]=[CH:6][C:7]=1[S:8]([CH3:11])(=[O:10])=[O:9]. The catalyst is [Fe].C(O)(=O)C. The product is [F:1][C:2]1[CH:3]=[C:4]([CH:5]=[CH:6][C:7]=1[S:8]([CH3:11])(=[O:10])=[O:9])[NH2:12]. The yield is 0.900.